This data is from NCI-60 drug combinations with 297,098 pairs across 59 cell lines. The task is: Regression. Given two drug SMILES strings and cell line genomic features, predict the synergy score measuring deviation from expected non-interaction effect. (1) Drug 1: CS(=O)(=O)C1=CC(=C(C=C1)C(=O)NC2=CC(=C(C=C2)Cl)C3=CC=CC=N3)Cl. Drug 2: N.N.Cl[Pt+2]Cl. Cell line: HL-60(TB). Synergy scores: CSS=-19.2, Synergy_ZIP=1.23, Synergy_Bliss=-13.2, Synergy_Loewe=-20.2, Synergy_HSA=-19.6. (2) Drug 1: CC1=CC2C(CCC3(C2CCC3(C(=O)C)OC(=O)C)C)C4(C1=CC(=O)CC4)C. Drug 2: CC1CCC2CC(C(=CC=CC=CC(CC(C(=O)C(C(C(=CC(C(=O)CC(OC(=O)C3CCCCN3C(=O)C(=O)C1(O2)O)C(C)CC4CCC(C(C4)OC)OCCO)C)C)O)OC)C)C)C)OC. Cell line: M14. Synergy scores: CSS=4.42, Synergy_ZIP=-1.01, Synergy_Bliss=3.05, Synergy_Loewe=-5.92, Synergy_HSA=0.285.